From a dataset of Reaction yield outcomes from USPTO patents with 853,638 reactions. Predict the reaction yield, written as a fraction of the theoretical maximum amount of product (1.0 means a 100% yield; for example, 0.34 means a 34% yield). (1) The reactants are [Cl:1][C:2]1[CH:3]=[C:4]([S:8]([NH:11][C:12]2[CH:13]=[C:14]([CH:18]=[CH:19][CH:20]=2)[C:15]([OH:17])=O)(=[O:10])=[O:9])[CH:5]=[CH:6][CH:7]=1.C([O:23][C:24](=[O:33])[C:25]1[CH:30]=[CH:29][C:28]([NH2:31])=[CH:27][C:26]=1[F:32])C.C(N(C(C)C)CC)(C)C.CN(C(ON1N=NC2C=CC=NC1=2)=[N+](C)C)C.F[P-](F)(F)(F)(F)F. The catalyst is CN(C=O)C.C(OCC)(=O)C.O. The product is [Cl:1][C:2]1[CH:3]=[C:4]([S:8]([NH:11][C:12]2[CH:13]=[C:14]([CH:18]=[CH:19][CH:20]=2)[C:15]([NH:31][C:28]2[CH:29]=[CH:30][C:25]([C:24]([OH:33])=[O:23])=[C:26]([F:32])[CH:27]=2)=[O:17])(=[O:9])=[O:10])[CH:5]=[CH:6][CH:7]=1. The yield is 0.150. (2) The reactants are Br[C:2]1[CH:7]=[CH:6][C:5]([CH2:8][N:9]2[CH2:14][CH2:13][N:12]([C:15]([O:17][C:18]([CH3:21])([CH3:20])[CH3:19])=[O:16])[CH2:11][CH2:10]2)=[C:4]([CH:22]([CH3:24])[CH3:23])[CH:3]=1.[NH:25]1[CH2:29][CH2:28][CH2:27][CH2:26]1.C(O[Na])(C)(C)C.C1C=CC(P(C2C(C3C(P(C4C=CC=CC=4)C4C=CC=CC=4)=CC=C4C=3C=CC=C4)=C3C(C=CC=C3)=CC=2)C2C=CC=CC=2)=CC=1. The catalyst is O.C1C=CC(/C=C/C(/C=C/C2C=CC=CC=2)=O)=CC=1.C1C=CC(/C=C/C(/C=C/C2C=CC=CC=2)=O)=CC=1.C1C=CC(/C=C/C(/C=C/C2C=CC=CC=2)=O)=CC=1.[Pd].[Pd].C1(C)C=CC=CC=1. The product is [CH3:23][CH:22]([C:4]1[CH:3]=[C:2]([N:25]2[CH2:29][CH2:28][CH2:27][CH2:26]2)[CH:7]=[CH:6][C:5]=1[CH2:8][N:9]1[CH2:14][CH2:13][N:12]([C:15]([O:17][C:18]([CH3:21])([CH3:20])[CH3:19])=[O:16])[CH2:11][CH2:10]1)[CH3:24]. The yield is 0.610. (3) The reactants are [F:1][C:2]([F:24])([F:23])[CH:3]([C:14]1[CH:19]=[C:18]([Cl:20])[C:17]([Cl:21])=[C:16]([Cl:22])[CH:15]=1)/[CH:4]=[CH:5]/[C:6]1[CH:11]=[CH:10][C:9]([NH:12][NH2:13])=[CH:8][CH:7]=1.CCN(C(C)C)C(C)C.C1C=CC2N(O)N=NC=2C=1.O.CCN=C=NCCCN(C)C.Cl.[CH:57]1([C:60](Cl)=[O:61])[CH2:59][CH2:58]1. The catalyst is C(Cl)Cl.C([O-])(O)=O.[Na+]. The product is [F:24][C:2]([F:1])([F:23])[CH:3]([C:14]1[CH:15]=[C:16]([Cl:22])[C:17]([Cl:21])=[C:18]([Cl:20])[CH:19]=1)/[CH:4]=[CH:5]/[C:6]1[CH:11]=[CH:10][C:9]([NH:12][NH:13][C:60]([CH:57]2[CH2:59][CH2:58]2)=[O:61])=[CH:8][CH:7]=1. The yield is 0.550. (4) The reactants are [CH:1]1N=C[N:3]([C:6]([N:8]2C=N[CH:10]=[CH:9]2)=[O:7])[CH:2]=1.NCC1[CH:16]=[N:17][CH:18]=[CH:19][CH:20]=1.NC1[CH:30]=[CH:29][C:25]([C:26]([OH:28])=[O:27])=[CH:24][CH:23]=1. The catalyst is [OH-].[Na+]. The product is [N:17]1[CH:18]=[CH:19][CH:20]=[C:10]([CH2:9][NH:8][C:6](=[O:7])[NH:3][CH2:2][C:1]2[CH:30]=[CH:29][C:25]([C:26]([OH:28])=[O:27])=[CH:24][CH:23]=2)[CH:16]=1. The yield is 0.933. (5) The reactants are C[O:2][C:3]([C:5]1[CH:10]=[C:9]([NH:11][CH2:12][CH2:13][C:14]2[CH:19]=[CH:18][C:17]([O:20][CH3:21])=[CH:16][CH:15]=2)[N:8]=[C:7]([Cl:22])[N:6]=1)=O.[BH4-].[Li+].C1COCC1. The catalyst is C(COC)OC. The product is [Cl:22][C:7]1[N:6]=[C:5]([CH2:3][OH:2])[CH:10]=[C:9]([NH:11][CH2:12][CH2:13][C:14]2[CH:15]=[CH:16][C:17]([O:20][CH3:21])=[CH:18][CH:19]=2)[N:8]=1. The yield is 0.960. (6) The reactants are [CH3:1][O:2][C:3]([NH:5][C@H:6]([C:11]([N:13]1[C@@H:17]([CH3:18])[CH2:16][CH2:15][C@H:14]1[C:19]1[NH:20][C:21]([C:24]2[CH:29]=[C:28]3[CH2:30][O:31][C:32]4[CH:59]=[C:58]5[C:35]([CH:36]=[CH:37][C:38]6[N:42]=[C:41]([C@@H:43]7[CH2:47][C@H:46]([CH2:48][O:49][CH3:50])[CH2:45][N:44]7C(OC(C)(C)C)=O)[NH:40][C:39]=65)=[CH:34][C:33]=4[C:27]3=[CH:26][CH:25]=2)=[CH:22][N:23]=1)=[O:12])[C@H:7]([CH2:9][CH3:10])[CH3:8])=[O:4].Cl.[CH3:61][O:62][C:63]([NH:65][C@@H:66]([CH:70]([CH3:72])[CH3:71])[C:67](O)=[O:68])=[O:64].CN(C(ON1N=NC2C=CC=NC1=2)=[N+](C)C)C.F[P-](F)(F)(F)(F)F.CCN(C(C)C)C(C)C. The catalyst is C(Cl)Cl.CO.CN(C=O)C.[Li+].[OH-]. The product is [CH3:1][O:2][C:3]([NH:5][C@@H:6]([C@@H:7]([CH3:8])[CH2:9][CH3:10])[C:11]([N:13]1[C@@H:17]([CH3:18])[CH2:16][CH2:15][C@H:14]1[C:19]1[NH:20][C:21]([C:24]2[CH:29]=[C:28]3[CH2:30][O:31][C:32]4[CH:59]=[C:58]5[C:35]([CH:36]=[CH:37][C:38]6[N:42]=[C:41]([C@@H:43]7[CH2:47][C@H:46]([CH2:48][O:49][CH3:50])[CH2:45][N:44]7[C:67](=[O:68])[C@@H:66]([NH:65][C:63](=[O:64])[O:62][CH3:61])[CH:70]([CH3:72])[CH3:71])[NH:40][C:39]=65)=[CH:34][C:33]=4[C:27]3=[CH:26][CH:25]=2)=[CH:22][N:23]=1)=[O:12])=[O:4]. The yield is 0.380. (7) The reactants are [Cl:1][C:2]1[CH:10]=[C:9]2[C:5]([C:6]([C:11](=[O:16])C(F)(F)F)=[CH:7][NH:8]2)=[CH:4][CH:3]=1.[OH-:17].[Na+]. No catalyst specified. The product is [Cl:1][C:2]1[CH:10]=[C:9]2[C:5]([C:6]([C:11]([OH:16])=[O:17])=[CH:7][NH:8]2)=[CH:4][CH:3]=1. The yield is 0.780. (8) The reactants are BrCCBr.C[Si](Cl)(C)C.[C:10]([N:17]1[CH2:20][CH:19](I)[CH2:18]1)([O:12][C:13]([CH3:16])([CH3:15])[CH3:14])=[O:11].[Cl:22][C:23]1[C:28](Cl)=[N:27][CH:26]=[CH:25][N:24]=1.C(Cl)Cl. The catalyst is CC(N(C)C)=O.[Zn].[Cu]I. The product is [Cl:22][C:23]1[C:28]([CH:19]2[CH2:20][N:17]([C:10]([O:12][C:13]([CH3:16])([CH3:15])[CH3:14])=[O:11])[CH2:18]2)=[N:27][CH:26]=[CH:25][N:24]=1. The yield is 0.400. (9) The product is [CH:14]1([C:12]2[NH:11][N:10]=[C:9]([NH:8][C:6]3[C:5]([F:17])=[CH:4][N:3]=[C:2]([C:19]4[S:18][CH:22]=[CH:21][CH:20]=4)[N:7]=3)[CH:13]=2)[CH2:16][CH2:15]1. The catalyst is C1C=CC(P(C2C=CC=CC=2)[C-]2C=CC=C2)=CC=1.C1C=CC(P(C2C=CC=CC=2)[C-]2C=CC=C2)=CC=1.Cl[Pd]Cl.[Fe+2].O. The yield is 0.281. The reactants are Br[C:2]1[N:7]=[C:6]([NH:8][C:9]2[CH:13]=[C:12]([CH:14]3[CH2:16][CH2:15]3)[NH:11][N:10]=2)[C:5]([F:17])=[CH:4][N:3]=1.[S:18]1[CH:22]=[CH:21][CH:20]=[C:19]1B(O)O.C([O-])([O-])=O.[Na+].[Na+].O1CCOCC1.